Dataset: Full USPTO retrosynthesis dataset with 1.9M reactions from patents (1976-2016). Task: Predict the reactants needed to synthesize the given product. (1) Given the product [CH3:21][O:22][C:23](=[O:34])[C:24]1[CH:29]=[C:28]([C:30]#[N:31])[CH:27]=[CH:26][C:25]=1[CH2:32][N:10]([CH2:9][C:3]1[C:2]([CH3:1])=[CH:7][C:6]([CH3:8])=[CH:5][N:4]=1)[CH:11]1[C:20]2[N:19]=[CH:18][CH:17]=[CH:16][C:15]=2[CH2:14][CH2:13][CH2:12]1, predict the reactants needed to synthesize it. The reactants are: [CH3:1][C:2]1[C:3]([CH2:9][NH:10][C@@H:11]2[C:20]3[N:19]=[CH:18][CH:17]=[CH:16][C:15]=3[CH2:14][CH2:13][CH2:12]2)=[N:4][CH:5]=[C:6]([CH3:8])[CH:7]=1.[CH3:21][O:22][C:23](=[O:34])[C:24]1[CH:29]=[C:28]([C:30]#[N:31])[CH:27]=[CH:26][C:25]=1[CH2:32]Br.CCN(C(C)C)C(C)C. (2) Given the product [Cl:18][C:19]1[CH:24]=[CH:23][C:22]([NH:25][C:2]2[CH:7]=[C:6]([C:8]3[CH:13]=[C:12]([Cl:14])[CH:11]=[C:10]([Cl:15])[C:9]=3[Cl:16])[N:5]=[C:4]([NH2:17])[N:3]=2)=[CH:21][CH:20]=1, predict the reactants needed to synthesize it. The reactants are: Cl[C:2]1[CH:7]=[C:6]([C:8]2[CH:13]=[C:12]([Cl:14])[CH:11]=[C:10]([Cl:15])[C:9]=2[Cl:16])[N:5]=[C:4]([NH2:17])[N:3]=1.[Cl:18][C:19]1[CH:24]=[CH:23][C:22]([NH2:25])=[CH:21][CH:20]=1. (3) The reactants are: [CH2:1]([C:3]([C:28]1[CH:33]=[CH:32][C:31]([OH:34])=[C:30]([CH3:35])[CH:29]=1)([C:6]1[CH:11]=[CH:10][C:9](/[CH:12]=[CH:13]/[C:14]([O:23][CH2:24][O:25][CH3:26])([C:19]([F:22])([F:21])[F:20])[C:15]([F:18])([F:17])[F:16])=[C:8]([CH3:27])[CH:7]=1)[CH2:4][CH3:5])[CH3:2].[O:36]=[C:37]1[O:41][C@@H:40]([CH2:42]OS(C2C=CC(C)=CC=2)(=O)=O)[CH2:39][CH2:38]1. Given the product [CH2:1]([C:3]([C:28]1[CH:33]=[CH:32][C:31]([O:34][CH2:42][C@@H:40]2[O:41][C:37](=[O:36])[CH2:38][CH2:39]2)=[C:30]([CH3:35])[CH:29]=1)([C:6]1[CH:11]=[CH:10][C:9](/[CH:12]=[CH:13]/[C:14]([O:23][CH2:24][O:25][CH3:26])([C:19]([F:20])([F:21])[F:22])[C:15]([F:18])([F:17])[F:16])=[C:8]([CH3:27])[CH:7]=1)[CH2:4][CH3:5])[CH3:2], predict the reactants needed to synthesize it. (4) Given the product [I:11][C:12]1[C:20]2[C:15](=[N:16][CH:17]=[CH:18][C:19]=2[N:21]2[CH2:26][CH2:25][N:24]([C:27]([O:29][C:30]([CH3:33])([CH3:32])[CH3:31])=[O:28])[CH2:23][CH2:22]2)[N:14]([CH2:2][C:3]2[CH:8]=[CH:7][C:6]([O:9][CH3:10])=[CH:5][CH:4]=2)[N:13]=1, predict the reactants needed to synthesize it. The reactants are: Cl[CH2:2][C:3]1[CH:8]=[CH:7][C:6]([O:9][CH3:10])=[CH:5][CH:4]=1.[I:11][C:12]1[C:20]2[C:15](=[N:16][CH:17]=[CH:18][C:19]=2[N:21]2[CH2:26][CH2:25][N:24]([C:27]([O:29][C:30]([CH3:33])([CH3:32])[CH3:31])=[O:28])[CH2:23][CH2:22]2)[NH:14][N:13]=1.C([O-])([O-])=O.[K+].[K+].CCOCC. (5) Given the product [CH2:20]([O:19][C:17]([C:16]1[N:11]=[C:10]([CH:8]([NH2:7])[CH3:9])[S:12][CH:15]=1)=[O:18])[CH3:21], predict the reactants needed to synthesize it. The reactants are: C(OC(=O)[NH:7][CH:8]([C:10](=[S:12])[NH2:11])[CH3:9])(C)(C)C.Br[CH2:15][C:16](=O)[C:17]([O:19][CH2:20][CH3:21])=[O:18]. (6) Given the product [Cl:1][C:2]1[CH:9]=[C:8]([CH2:10][OH:11])[C:7]([O:12][CH3:13])=[CH:6][C:3]=1[C:4]([OH:16])=[O:14], predict the reactants needed to synthesize it. The reactants are: [Cl:1][C:2]1[CH:9]=[C:8]([CH2:10][OH:11])[C:7]([O:12][CH3:13])=[CH:6][C:3]=1[C:4]#N.[OH-:14].[Na+].[OH2:16]. (7) Given the product [ClH:1].[NH2:2][C:3]1[NH:4][CH:5]=[C:6]([CH2:8][CH2:9][CH2:10][NH:11][C:12]([C:14]2[NH:15][C:16]([Cl:19])=[C:17]([Cl:1])[CH:18]=2)=[O:13])[N:7]=1, predict the reactants needed to synthesize it. The reactants are: [ClH:1].[NH2:2][C:3]1[NH:4][CH:5]=[C:6]([CH2:8][CH2:9][CH2:10][NH:11][C:12]([C:14]2[NH:15][CH:16]=[CH:17][CH:18]=2)=[O:13])[N:7]=1.[ClH:19].Cl.NCCCC1N=C(N)NC=1.